This data is from Forward reaction prediction with 1.9M reactions from USPTO patents (1976-2016). The task is: Predict the product of the given reaction. (1) Given the reactants [C:1]1([CH:7]([C:28]2[CH:33]=[CH:32][CH:31]=[CH:30][CH:29]=2)[N:8]2[C:16]3[C:11](=[CH:12][CH:13]=[CH:14][CH:15]=3)[CH:10]([C:17]3[C:25]([OH:26])=[CH:24][C:20]4[CH2:21][CH2:22][O:23][C:19]=4[CH:18]=3)[C:9]2=[O:27])[CH:6]=[CH:5][CH:4]=[CH:3][CH:2]=1.[CH2:34]=[O:35].C(NC(C)C)(C)C, predict the reaction product. The product is: [C:28]1([CH:7]([C:1]2[CH:2]=[CH:3][CH:4]=[CH:5][CH:6]=2)[N:8]2[C:16]3[C:11](=[CH:12][CH:13]=[CH:14][CH:15]=3)[C:10]([C:17]3[C:25]([OH:26])=[CH:24][C:20]4[CH2:21][CH2:22][O:23][C:19]=4[CH:18]=3)([CH2:34][OH:35])[C:9]2=[O:27])[CH:33]=[CH:32][CH:31]=[CH:30][CH:29]=1. (2) Given the reactants [CH2:1]([O:3][C:4]([C:6]1[CH:7]=[C:8]([C:12]2[N:13]([C:29]([O:31][C:32]([CH3:35])([CH3:34])[CH3:33])=[O:30])[C:14]3[C:19]([CH:20]=2)=[CH:18][C:17]([O:21]CC2C=CC=CC=2)=[CH:16][CH:15]=3)[CH:9]=[CH:10][CH:11]=1)=[O:5])[CH3:2], predict the reaction product. The product is: [CH2:1]([O:3][C:4]([C:6]1[CH:7]=[C:8]([C:12]2[N:13]([C:29]([O:31][C:32]([CH3:33])([CH3:35])[CH3:34])=[O:30])[C:14]3[C:19]([CH:20]=2)=[CH:18][C:17]([OH:21])=[CH:16][CH:15]=3)[CH:9]=[CH:10][CH:11]=1)=[O:5])[CH3:2]. (3) Given the reactants [CH3:1][O:2][C:3]1[C:16]2[O:15][C:14]3[C:9](=[CH:10][CH:11]=[CH:12][CH:13]=3)[CH2:8][C:7]=2[CH:6]=[CH:5][CH:4]=1.C([N-]C(C)C)(C)C.[Li+].C(=O)=O.COC1C2OC3C(=CC=CC=3)C(C(O)=O)C=2C=CC=1.C(Cl)(=O)[C:48]([Cl:50])=[O:49], predict the reaction product. The product is: [CH3:1][O:2][C:3]1[C:16]2[O:15][C:14]3[C:9](=[CH:10][CH:11]=[CH:12][CH:13]=3)[CH:8]([C:48]([Cl:50])=[O:49])[C:7]=2[CH:6]=[CH:5][CH:4]=1. (4) Given the reactants [C:1]1([C@H:11]([NH:13][CH2:14][CH2:15][CH2:16][C:17]2[CH:25]=[CH:24][C:20]([C:21](O)=[O:22])=[CH:19][CH:18]=2)[CH3:12])[C:10]2[C:5](=[CH:6][CH:7]=[CH:8][CH:9]=2)[CH:4]=[CH:3][CH:2]=1.Cl.[CH3:27][O:28][C:29](=[O:34])[C:30]([NH2:33])([CH3:32])[CH3:31], predict the reaction product. The product is: [CH3:27][O:28][C:29](=[O:34])[C:30]([CH3:32])([NH:33][C:21](=[O:22])[C:20]1[CH:24]=[CH:25][C:17]([CH2:16][CH2:15][CH2:14][NH:13][C@@H:11]([C:1]2[C:10]3[C:5](=[CH:6][CH:7]=[CH:8][CH:9]=3)[CH:4]=[CH:3][CH:2]=2)[CH3:12])=[CH:18][CH:19]=1)[CH3:31]. (5) Given the reactants [CH3:1][O:2][C:3]([C:5]1[C:13]2[C:8](=[CH:9][C:10]([Br:14])=[CH:11][CH:12]=2)[NH:7][N:6]=1)=[O:4].CO[C:17]([C:19]1[C:27]2C(=CC=CC=2)NN=1)=O, predict the reaction product. The product is: [CH3:1][O:2][C:3]([C:5]1[C:13]2[C:8](=[CH:9][C:10]([Br:14])=[CH:11][CH:12]=2)[N:7]([CH:19]([CH3:27])[CH3:17])[N:6]=1)=[O:4]. (6) Given the reactants [NH2:1][C@@H:2]([C@H:14]([C:16]1[CH:21]=[CH:20][CH:19]=[CH:18][CH:17]=1)[CH3:15])[C:3]([NH:5][C:6]1[CH:11]=[CH:10][C:9](I)=[CH:8][C:7]=1[F:13])=[O:4].O1CCCC1.[CH2:27]([N:29](CC)CC)C.C1(C)C=CC=CC=1, predict the reaction product. The product is: [NH2:1][C@@H:2]([C@H:14]([C:16]1[CH:21]=[CH:20][CH:19]=[CH:18][CH:17]=1)[CH3:15])[C:3]([NH:5][C:6]1[CH:11]=[CH:10][C:9]([C:27]#[N:29])=[CH:8][C:7]=1[F:13])=[O:4]. (7) Given the reactants [CH3:1][C:2]1([CH3:26])[CH2:6][CH2:5][S:4](=[O:8])(=[O:7])[N:3]1[C:9]1[C:20]([S:21]([CH3:24])(=[O:23])=[O:22])=[CH:19][C:12]([C:13]([NH:15][C:16]([NH2:18])=[NH:17])=[O:14])=[C:11]([CH3:25])[CH:10]=1.[ClH:27], predict the reaction product. The product is: [ClH:27].[CH3:1][C:2]1([CH3:26])[CH2:6][CH2:5][S:4](=[O:7])(=[O:8])[N:3]1[C:9]1[C:20]([S:21]([CH3:24])(=[O:23])=[O:22])=[CH:19][C:12]([C:13]([NH:15][C:16]([NH2:18])=[NH:17])=[O:14])=[C:11]([CH3:25])[CH:10]=1. (8) Given the reactants Cl[C:2]1[CH:7]=[N:6][CH:5]=[C:4]([Cl:8])[N:3]=1.[CH:9]1[CH:14]=[N:13][CH:12]=[C:11]([CH2:15][OH:16])[CH:10]=1.[H-].[Na+], predict the reaction product. The product is: [Cl:8][C:4]1[CH:5]=[N:6][CH:7]=[C:2]([O:16][CH2:15][C:11]2[CH:12]=[N:13][CH:14]=[CH:9][CH:10]=2)[N:3]=1. (9) Given the reactants Cl.[N:2]1[CH:7]=[CH:6][CH:5]=[C:4]([C:8]2[C:9](=[O:15])[NH:10][C:11](=[O:14])[NH:12][CH:13]=2)[N:3]=1.Br[CH2:17][CH2:18][CH:19]([O:22][CH3:23])[O:20][CH3:21].C([O-])([O-])=O.[K+].[K+], predict the reaction product. The product is: [CH3:21][O:20][CH:19]([O:22][CH3:23])[CH2:18][CH2:17][N:12]1[CH:13]=[C:8]([C:4]2[N:3]=[N:2][CH:7]=[CH:6][CH:5]=2)[C:9](=[O:15])[NH:10][C:11]1=[O:14].